Dataset: Full USPTO retrosynthesis dataset with 1.9M reactions from patents (1976-2016). Task: Predict the reactants needed to synthesize the given product. Given the product [CH3:17][S:18]([O:9][CH:6]1[CH2:7][CH2:8][N:4]([CH:1]([CH3:3])[CH3:2])[CH2:5]1)(=[O:20])=[O:19], predict the reactants needed to synthesize it. The reactants are: [CH:1]([N:4]1[CH2:8][CH2:7][CH:6]([OH:9])[CH2:5]1)([CH3:3])[CH3:2].C(N(CC)CC)C.[CH3:17][S:18](Cl)(=[O:20])=[O:19].